From a dataset of Forward reaction prediction with 1.9M reactions from USPTO patents (1976-2016). Predict the product of the given reaction. (1) Given the reactants [P:1]([O:35]C(C)(C)C)([O:30]C(C)(C)C)([O:3][CH2:4][CH2:5][N:6]([CH3:29])[C:7](=[O:28])[C:8]1[CH:13]=[C:12]([N:14]([CH2:18][CH2:19][Br:20])[CH2:15][CH2:16][Br:17])[C:11]([S:21]([CH3:24])(=[O:23])=[O:22])=[CH:10][C:9]=1[N+:25]([O-:27])=[O:26])=[O:2].C(O)(C(F)(F)F)=O, predict the reaction product. The product is: [P:1]([OH:35])([OH:30])([O:3][CH2:4][CH2:5][N:6]([CH3:29])[C:7](=[O:28])[C:8]1[CH:13]=[C:12]([N:14]([CH2:15][CH2:16][Br:17])[CH2:18][CH2:19][Br:20])[C:11]([S:21]([CH3:24])(=[O:22])=[O:23])=[CH:10][C:9]=1[N+:25]([O-:27])=[O:26])=[O:2]. (2) The product is: [CH2:1]([C:8]1[C:17](=[O:18])[N:16]([OH:19])[C:11]2[N:12]=[CH:13][N:14]=[CH:15][C:10]=2[C:9]=1[OH:27])[C:2]1[CH:7]=[CH:6][CH:5]=[CH:4][CH:3]=1. Given the reactants [CH2:1]([C:8]1[C:17](=[O:18])[N:16]([O:19]CC2C=CC=CC=2)[C:11]2[N:12]=[CH:13][N:14]=[CH:15][C:10]=2[C:9]=1[O:27]CC1C=CC=CC=1)[C:2]1[CH:7]=[CH:6][CH:5]=[CH:4][CH:3]=1.CO.[H][H], predict the reaction product.